From a dataset of Forward reaction prediction with 1.9M reactions from USPTO patents (1976-2016). Predict the product of the given reaction. (1) Given the reactants [F:1][CH:2]([F:14])[O:3][C:4]1[CH:5]=[C:6]2[C:10](=[CH:11][CH:12]=1)[NH:9][N:8]=[C:7]2[I:13].[CH3:15]C([O-])(C)C.[K+].CI, predict the reaction product. The product is: [F:14][CH:2]([F:1])[O:3][C:4]1[CH:5]=[C:6]2[C:10](=[CH:11][CH:12]=1)[N:9]([CH3:15])[N:8]=[C:7]2[I:13]. (2) Given the reactants [NH:1]1[C:5]2[CH:6]=[CH:7][CH:8]=[CH:9][C:4]=2[N:3]=[C:2]1[CH2:10][NH:11][CH:12]1[C:21]2[N:20]=[CH:19][CH:18]=[CH:17][C:16]=2[CH2:15][CH2:14][CH2:13]1.[CH3:22][C:23]([CH3:25])=O.C(O)(=O)C.[BH-](OC(C)=O)(OC(C)=O)OC(C)=O.[Na+], predict the reaction product. The product is: [NH:1]1[C:5]2[CH:6]=[CH:7][CH:8]=[CH:9][C:4]=2[N:3]=[C:2]1[CH2:10][N:11]([CH:23]([CH3:25])[CH3:22])[CH:12]1[C:21]2[N:20]=[CH:19][CH:18]=[CH:17][C:16]=2[CH2:15][CH2:14][CH2:13]1. (3) Given the reactants F[P-](F)(F)(F)(F)F.N1(OC(N(C)C)=[N+](C)C)[C:12]2[N:13]=[CH:14][CH:15]=[CH:16][C:11]=2N=N1.C(N(C(C)C)CC)(C)C.Cl.[N:35]1([CH:41]2[CH2:46][CH2:45][N:44]([C:47]3[CH:55]=[CH:54][C:50](C(O)=O)=[CH:49][CH:48]=3)[CH2:43][CH2:42]2)[CH2:40][CH2:39][CH2:38][CH2:37][CH2:36]1.[CH3:56][N:57]([CH3:60])[CH:58]=[O:59], predict the reaction product. The product is: [CH3:56][N:57]([CH:60]1[CH2:15][CH2:16][CH2:11][CH2:12][N:13]1[CH3:14])[C:58](=[O:59])[C:50]1[CH:49]=[CH:48][C:47]([N:44]2[CH2:43][CH2:42][CH:41]([N:35]3[CH2:40][CH2:39][CH2:38][CH2:37][CH2:36]3)[CH2:46][CH2:45]2)=[CH:55][CH:54]=1. (4) The product is: [F:1][C:2]1[C:3]([NH:28][CH:29]([C:33]([CH3:36])([CH3:34])[CH3:35])[CH2:30][C:31](=[N:37][OH:38])[NH2:32])=[N:4][C:5]([C:8]2[C:16]3[C:11](=[N:12][CH:13]=[C:14]([F:17])[CH:15]=3)[NH:10][CH:9]=2)=[N:6][CH:7]=1. Given the reactants [F:1][C:2]1[C:3]([NH:28][CH:29]([C:33]([CH3:36])([CH3:35])[CH3:34])[CH2:30][C:31]#[N:32])=[N:4][C:5]([C:8]2[C:16]3[C:11](=[N:12][CH:13]=[C:14]([F:17])[CH:15]=3)[N:10](S(C3C=CC(C)=CC=3)(=O)=O)[CH:9]=2)=[N:6][CH:7]=1.[NH2:37][OH:38], predict the reaction product. (5) Given the reactants P(OCC)(OCC)OCC.Br[CH2:12][C:13]([O:15][CH2:16][C:17]1[CH:22]=[CH:21][CH:20]=[CH:19][CH:18]=1)=[O:14].C(Br)C.[CH:26](=O)[CH2:27][CH:28]([CH3:30])[CH3:29].C(=O)([O-])[O-].[K+].[K+], predict the reaction product. The product is: [CH2:16]([O:15][C:13](=[O:14])[CH:12]=[CH:26][CH2:27][CH:28]([CH3:30])[CH3:29])[C:17]1[CH:22]=[CH:21][CH:20]=[CH:19][CH:18]=1. (6) Given the reactants [CH:1]1[C:13]2[NH:12][C:11]3[C:6](=[CH:7][CH:8]=[CH:9][CH:10]=3)[C:5]=2[CH:4]=[CH:3][CH:2]=1.Br[C:15]1[CH:16]=[C:17]([C:21]2[CH:26]=[CH:25][CH:24]=[C:23]([Cl:27])[CH:22]=2)[CH:18]=[CH:19][CH:20]=1.C(P(C(C)(C)C)C(C)(C)C)(C)(C)C.C(O[Na])(C)(C)C, predict the reaction product. The product is: [Cl:27][C:23]1[CH:22]=[C:21]([C:17]2[CH:16]=[CH:15][CH:20]=[C:19]([N:12]3[C:11]4[CH:10]=[CH:9][CH:8]=[CH:7][C:6]=4[C:5]4[C:13]3=[CH:1][CH:2]=[CH:3][CH:4]=4)[CH:18]=2)[CH:26]=[CH:25][CH:24]=1. (7) Given the reactants Cl.[C:2]1([C:8]2([NH2:11])[CH2:10][CH2:9]2)[CH:7]=[CH:6][CH:5]=[CH:4][CH:3]=1.C(N(C(C)C)CC)(C)C.[F:21][C:22]1[C:23]2[N:24]([N:38]=[C:39]([C:45]3[CH:50]=[CH:49][C:48]([F:51])=[CH:47][CH:46]=3)[C:40]=2[C:41](=[O:44])[NH:42][CH3:43])[CH:25]=[CH:26][C:27]=1[C:28]1[CH:29]=[C:30]([CH:34]=[CH:35][C:36]=1[CH3:37])[C:31]([OH:33])=[O:32].CN(C(ON1N=NC2C=CC=NC1=2)=[N+](C)C)C.F[P-](F)(F)(F)(F)F, predict the reaction product. The product is: [C:31]([O-:33])(=[O:32])[CH3:30].[NH4+:11].[F:21][C:22]1[C:23]2[N:24]([N:38]=[C:39]([C:45]3[CH:46]=[CH:47][C:48]([F:51])=[CH:49][CH:50]=3)[C:40]=2[C:41]([NH:42][CH3:43])=[O:44])[CH:25]=[CH:26][C:27]=1[C:28]1[CH:29]=[C:30]([C:31](=[O:32])[NH:11][C:8]2([C:2]3[CH:7]=[CH:6][CH:5]=[CH:4][CH:3]=3)[CH2:10][CH2:9]2)[CH:34]=[CH:35][C:36]=1[CH3:37].